This data is from Reaction yield outcomes from USPTO patents with 853,638 reactions. The task is: Predict the reaction yield, written as a fraction of the theoretical maximum amount of product (1.0 means a 100% yield; for example, 0.34 means a 34% yield). (1) The reactants are [N:1]12[CH2:8][CH2:7][C:4]([C:9]([C:16]3[CH:20]=[CH:19][S:18][CH:17]=3)([C:11]3[CH:15]=[CH:14][S:13][CH:12]=3)[OH:10])([CH2:5][CH2:6]1)[CH2:3][CH2:2]2.[C:21]1([O:27][CH2:28][CH2:29][Br:30])[CH:26]=[CH:25][CH:24]=[CH:23][CH:22]=1. The catalyst is CO. The product is [Br-:30].[OH:10][C:9]([C:11]1[CH:15]=[CH:14][S:13][CH:12]=1)([C:16]1[CH:20]=[CH:19][S:18][CH:17]=1)[C:4]12[CH2:7][CH2:8][N+:1]([CH2:29][CH2:28][O:27][C:21]3[CH:26]=[CH:25][CH:24]=[CH:23][CH:22]=3)([CH2:6][CH2:5]1)[CH2:2][CH2:3]2. The yield is 0.545. (2) The reactants are Br[C:2]1[CH:3]=[CH:4][C:5]2[C:11]3[S:12][C:13]([C:15]4[N:19]([CH:20]([CH3:22])[CH3:21])[N:18]=[CH:17][N:16]=4)=[CH:14][C:10]=3[CH2:9][CH2:8][O:7][C:6]=2[CH:23]=1.ClCCl.[I-].C(OC([N:35]1[CH2:38][CH:37]([Zn+])[CH2:36]1)=O)(C)(C)C.Cl. The catalyst is CN(C)C(=O)C.[Cu]I. The product is [NH:35]1[CH2:38][CH:37]([C:2]2[CH:3]=[CH:4][C:5]3[C:11]4[S:12][C:13]([C:15]5[N:19]([CH:20]([CH3:21])[CH3:22])[N:18]=[CH:17][N:16]=5)=[CH:14][C:10]=4[CH2:9][CH2:8][O:7][C:6]=3[CH:23]=2)[CH2:36]1. The yield is 0.110. (3) The reactants are [C:1](Cl)(=O)C.F[C:6](F)(F)[C:7]([OH:9])=O.[NH2:12][CH2:13][CH2:14][NH:15][C:16]1[N:25]=[C:24]([N:26]([C:28]2[CH:33]=[CH:32][C:31]([O:34][CH3:35])=[CH:30][CH:29]=2)[CH3:27])[C:23]2[C:18](=[CH:19][CH:20]=[CH:21][CH:22]=2)[N:17]=1.CCN(C(C)C)C(C)C. The catalyst is C1COCC1. The product is [CH3:35][O:34][C:31]1[CH:30]=[CH:29][C:28]([N:26]([CH3:27])[C:24]2[C:23]3[C:18](=[CH:19][CH:20]=[C:21]([CH3:1])[CH:22]=3)[N:17]=[C:16]([NH:15][CH2:14][CH2:13][NH:12][C:7](=[O:9])[CH3:6])[N:25]=2)=[CH:33][CH:32]=1. The yield is 0.560. (4) The reactants are [CH2:1]([C:3]1[C:8](=[O:9])[NH:7][C:6]([CH3:10])=[C:5]([C:11]2[S:15][C:14]([C:16]([OH:18])=O)=[CH:13][CH:12]=2)[CH:4]=1)[CH3:2].[CH3:19][NH:20][CH3:21]. No catalyst specified. The product is [CH3:19][N:20]([CH3:21])[C:16]([C:14]1[S:15][C:11]([C:5]2[CH:4]=[C:3]([CH2:1][CH3:2])[C:8](=[O:9])[NH:7][C:6]=2[CH3:10])=[CH:12][CH:13]=1)=[O:18]. The yield is 0.770. (5) The reactants are N(C(OCC)=O)=NC(OCC)=O.[CH:13]1([OH:18])[CH2:17][CH2:16][CH2:15][CH2:14]1.C1(P(C2C=CC=CC=2)C2C=CC=CC=2)C=CC=CC=1.O[C:39]1[CH:44]=[CH:43][C:42]([CH2:45][CH2:46][C:47]([CH3:57])([S:53]([CH3:56])(=[O:55])=[O:54])[C:48]([O:50][CH2:51][CH3:52])=[O:49])=[CH:41][CH:40]=1. The catalyst is C1COCC1. The product is [CH:13]1([O:18][C:39]2[CH:40]=[CH:41][C:42]([CH2:45][CH2:46][C:47]([CH3:57])([S:53]([CH3:56])(=[O:55])=[O:54])[C:48]([O:50][CH2:51][CH3:52])=[O:49])=[CH:43][CH:44]=2)[CH2:17][CH2:16][CH2:15][CH2:14]1. The yield is 0.678. (6) The reactants are O[C:2]1[CH:11]=[CH:10][CH:9]=[C:8]([O:12][C@@H:13]2[CH2:17][CH2:16][O:15][CH2:14]2)[C:3]=1[C:4]([NH:6][OH:7])=[O:5].C(C1NC=CN=1)(C1NC=CN=1)=O.Cl. The catalyst is C1COCC1. The product is [O:15]1[CH2:16][CH2:17][C@@H:13]([O:12][C:8]2[C:3]3[C:4]([OH:5])=[N:6][O:7][C:2]=3[CH:11]=[CH:10][CH:9]=2)[CH2:14]1. The yield is 0.430. (7) The reactants are [Br:1][C:2]1[CH:7]=[C:6]([F:8])[C:5]([N+:9]([O-])=O)=[CH:4][C:3]=1[CH2:12][C:13]([O:15][CH2:16][CH3:17])=[O:14].[Cl-].[NH4+]. The catalyst is CCO.[Fe]. The product is [NH2:9][C:5]1[C:6]([F:8])=[CH:7][C:2]([Br:1])=[C:3]([CH2:12][C:13]([O:15][CH2:16][CH3:17])=[O:14])[CH:4]=1. The yield is 0.930. (8) The reactants are P(Cl)(Cl)(Cl)=O.[N:6]1([CH2:12][CH2:13][CH2:14][C:15]2[C:23]3[CH2:22][CH2:21][CH2:20][CH2:19][C:18]=3[NH:17][CH:16]=2)[CH2:11][CH2:10][NH:9][CH2:8][CH2:7]1.CN(C)[CH:26]=[O:27]. No catalyst specified. The product is [N:6]1([CH2:12][CH2:13][CH2:14][C:15]2[C:23]3[CH2:22][CH2:21][CH2:20][CH2:19][C:18]=3[NH:17][C:16]=2[CH:26]=[O:27])[CH2:11][CH2:10][NH:9][CH2:8][CH2:7]1. The yield is 0.420. (9) The reactants are [CH:1]1[C:10]2[C:5](=[CH:6][CH:7]=[CH:8][CH:9]=2)[CH:4]=[CH:3][C:2]=1[C:11]([CH2:13][CH2:14][CH2:15][CH2:16][CH2:17][CH2:18][C:19]([OH:21])=O)=[O:12].[CH:22]1[CH:23]=[CH:24][C:25]2[N:30](O)N=[N:28][C:26]=2[CH:27]=1.C(Cl)CCl.C1(N)C=CC=CC=1N. The catalyst is CN(C=O)C. The product is [NH2:28][C:26]1[CH:27]=[CH:22][CH:23]=[CH:24][C:25]=1[NH:30][C:19](=[O:21])[CH2:18][CH2:17][CH2:16][CH2:15][CH2:14][CH2:13][C:11]([C:2]1[CH:3]=[CH:4][C:5]2[C:10](=[CH:9][CH:8]=[CH:7][CH:6]=2)[CH:1]=1)=[O:12]. The yield is 0.420.